Dataset: NCI-60 drug combinations with 297,098 pairs across 59 cell lines. Task: Regression. Given two drug SMILES strings and cell line genomic features, predict the synergy score measuring deviation from expected non-interaction effect. (1) Drug 1: CCC1=CC2CC(C3=C(CN(C2)C1)C4=CC=CC=C4N3)(C5=C(C=C6C(=C5)C78CCN9C7C(C=CC9)(C(C(C8N6C)(C(=O)OC)O)OC(=O)C)CC)OC)C(=O)OC.C(C(C(=O)O)O)(C(=O)O)O. Drug 2: C1CN1P(=S)(N2CC2)N3CC3. Cell line: SK-MEL-2. Synergy scores: CSS=56.5, Synergy_ZIP=-2.81, Synergy_Bliss=-0.628, Synergy_Loewe=-25.0, Synergy_HSA=-0.0745. (2) Drug 1: CCN(CC)CCCC(C)NC1=C2C=C(C=CC2=NC3=C1C=CC(=C3)Cl)OC. Drug 2: C1CC(=O)NC(=O)C1N2C(=O)C3=CC=CC=C3C2=O. Cell line: SN12C. Synergy scores: CSS=21.0, Synergy_ZIP=-3.78, Synergy_Bliss=2.18, Synergy_Loewe=-6.88, Synergy_HSA=0.627. (3) Drug 1: C1CC(=O)NC(=O)C1N2CC3=C(C2=O)C=CC=C3N. Drug 2: C#CCC(CC1=CN=C2C(=N1)C(=NC(=N2)N)N)C3=CC=C(C=C3)C(=O)NC(CCC(=O)O)C(=O)O. Cell line: UO-31. Synergy scores: CSS=1.40, Synergy_ZIP=0.469, Synergy_Bliss=2.63, Synergy_Loewe=1.70, Synergy_HSA=1.60. (4) Drug 1: CNC(=O)C1=CC=CC=C1SC2=CC3=C(C=C2)C(=NN3)C=CC4=CC=CC=N4. Drug 2: C1C(C(OC1N2C=C(C(=O)NC2=O)F)CO)O. Cell line: OVCAR3. Synergy scores: CSS=34.8, Synergy_ZIP=10.8, Synergy_Bliss=12.4, Synergy_Loewe=-12.7, Synergy_HSA=8.89. (5) Drug 1: C1CN1P(=S)(N2CC2)N3CC3. Drug 2: C1=NC2=C(N=C(N=C2N1C3C(C(C(O3)CO)O)F)Cl)N. Cell line: SK-OV-3. Synergy scores: CSS=18.6, Synergy_ZIP=-6.61, Synergy_Bliss=2.43, Synergy_Loewe=-7.32, Synergy_HSA=2.40. (6) Drug 1: C1C(C(OC1N2C=NC3=C(N=C(N=C32)Cl)N)CO)O. Drug 2: CC12CCC3C(C1CCC2O)C(CC4=C3C=CC(=C4)O)CCCCCCCCCS(=O)CCCC(C(F)(F)F)(F)F. Cell line: HS 578T. Synergy scores: CSS=10.8, Synergy_ZIP=-2.15, Synergy_Bliss=1.96, Synergy_Loewe=-1.77, Synergy_HSA=1.02. (7) Drug 1: CC1C(C(CC(O1)OC2CC(OC(C2O)C)OC3=CC4=CC5=C(C(=O)C(C(C5)C(C(=O)C(C(C)O)O)OC)OC6CC(C(C(O6)C)O)OC7CC(C(C(O7)C)O)OC8CC(C(C(O8)C)O)(C)O)C(=C4C(=C3C)O)O)O)O. Drug 2: CCCCC(=O)OCC(=O)C1(CC(C2=C(C1)C(=C3C(=C2O)C(=O)C4=C(C3=O)C=CC=C4OC)O)OC5CC(C(C(O5)C)O)NC(=O)C(F)(F)F)O. Cell line: OVCAR3. Synergy scores: CSS=83.2, Synergy_ZIP=3.03, Synergy_Bliss=2.21, Synergy_Loewe=4.40, Synergy_HSA=7.68.